From a dataset of Catalyst prediction with 721,799 reactions and 888 catalyst types from USPTO. Predict which catalyst facilitates the given reaction. (1) Reactant: F[C:2]1[C:11]([F:12])=[CH:10][CH:9]=[CH:8][C:3]=1[C:4](OC)=[O:5].O.[NH2:14][NH2:15]. Product: [F:12][C:11]1[CH:10]=[CH:9][CH:8]=[C:3]2[C:2]=1[NH:15][N:14]=[C:4]2[OH:5]. The catalyst class is: 12. (2) Reactant: Br[C:2]1[C:3]([F:31])=[CH:4][C:5]([F:30])=[C:6]([C@:8]2([CH3:29])[CH2:13][C@H:12]([C:14]3[C:15]([CH3:20])=[N:16][O:17][C:18]=3[CH3:19])[S:11][C:10]([NH:21][C:22](=[O:28])[O:23][C:24]([CH3:27])([CH3:26])[CH3:25])=[N:9]2)[CH:7]=1.C([Li])CCC. Product: [F:30][C:5]1[CH:4]=[C:3]([F:31])[CH:2]=[CH:7][C:6]=1[C@:8]1([CH3:29])[CH2:13][C@H:12]([C:14]2[C:15]([CH3:20])=[N:16][O:17][C:18]=2[CH3:19])[S:11][C:10]([NH:21][C:22](=[O:28])[O:23][C:24]([CH3:26])([CH3:25])[CH3:27])=[N:9]1. The catalyst class is: 1. (3) Reactant: [NH2:1][C:2]1[C:22]([Br:23])=[CH:21][C:5]2[C:6]([C:17]([NH:19][CH3:20])=[O:18])=[C:7]([C:9]3[CH:14]=[CH:13][C:12]([C:15]#[N:16])=[CH:11][CH:10]=3)[O:8][C:4]=2[CH:3]=1.[CH3:24][S:25](Cl)(=[O:27])=[O:26]. Product: [Br:23][C:22]1[C:2]([NH:1][S:25]([CH3:24])(=[O:27])=[O:26])=[CH:3][C:4]2[O:8][C:7]([C:9]3[CH:10]=[CH:11][C:12]([C:15]#[N:16])=[CH:13][CH:14]=3)=[C:6]([C:17]([NH:19][CH3:20])=[O:18])[C:5]=2[CH:21]=1. The catalyst class is: 202.